From a dataset of KCNQ2 potassium channel screen with 302,405 compounds. Binary Classification. Given a drug SMILES string, predict its activity (active/inactive) in a high-throughput screening assay against a specified biological target. The drug is S(c1ccc(cc1)C)\C=C/C(=O)c1ccccc1. The result is 0 (inactive).